Dataset: NCI-60 drug combinations with 297,098 pairs across 59 cell lines. Task: Regression. Given two drug SMILES strings and cell line genomic features, predict the synergy score measuring deviation from expected non-interaction effect. Drug 1: CC1=C(C(=CC=C1)Cl)NC(=O)C2=CN=C(S2)NC3=CC(=NC(=N3)C)N4CCN(CC4)CCO. Drug 2: CS(=O)(=O)OCCCCOS(=O)(=O)C. Cell line: CAKI-1. Synergy scores: CSS=23.8, Synergy_ZIP=-2.79, Synergy_Bliss=1.26, Synergy_Loewe=-22.9, Synergy_HSA=0.166.